From a dataset of TCR-epitope binding with 47,182 pairs between 192 epitopes and 23,139 TCRs. Binary Classification. Given a T-cell receptor sequence (or CDR3 region) and an epitope sequence, predict whether binding occurs between them. (1) The epitope is AVFDRKSDAK. The TCR CDR3 sequence is CASSQEMGGPDTQYF. Result: 1 (the TCR binds to the epitope). (2) The epitope is TFYLTNDVSFL. The TCR CDR3 sequence is CASSPLGLAGPNEQFF. Result: 0 (the TCR does not bind to the epitope). (3) The epitope is CINGVCWTV. The TCR CDR3 sequence is CASSLSTGAPYEQYF. Result: 1 (the TCR binds to the epitope). (4) Result: 0 (the TCR does not bind to the epitope). The epitope is CLGGLLTMV. The TCR CDR3 sequence is CSGGQGAYEQYF. (5) The epitope is YLDAYNMMI. The TCR CDR3 sequence is CSVVVIAKNIQYF. Result: 1 (the TCR binds to the epitope). (6) The epitope is PKYVKQNTLKLAT. The TCR CDR3 sequence is CATSDTGTSVGGQYF. Result: 1 (the TCR binds to the epitope). (7) The epitope is KRWIILGLNK. The TCR CDR3 sequence is CASGDRQNSPLHF. Result: 1 (the TCR binds to the epitope). (8) The epitope is GTITVEELK. The TCR CDR3 sequence is CASSEDSSGEQYF. Result: 0 (the TCR does not bind to the epitope). (9) The epitope is GTSGSPIINR. The TCR CDR3 sequence is CASSPQSDQNQGTQYF. Result: 0 (the TCR does not bind to the epitope).